From a dataset of Forward reaction prediction with 1.9M reactions from USPTO patents (1976-2016). Predict the product of the given reaction. (1) Given the reactants OC(C)(C)[C:3]#[C:4][C:5]1[CH:6]=[C:7]([CH:16]=[CH:17][CH:18]=1)[C:8]([C:10]1[CH:15]=[CH:14][CH:13]=[CH:12][CH:11]=1)=[O:9].[OH-].[Na+], predict the reaction product. The product is: [C:4]([C:5]1[CH:6]=[C:7]([CH:16]=[CH:17][CH:18]=1)[C:8]([C:10]1[CH:11]=[CH:12][CH:13]=[CH:14][CH:15]=1)=[O:9])#[CH:3]. (2) The product is: [CH3:22][N:20]1[CH2:21][CH:17]2[CH:18]([C:24]3[CH:30]=[CH:29][CH:28]=[CH:27][C:25]=3[O:26][C:15]3[CH:14]=[CH:13][C:12]([Cl:11])=[CH:31][C:16]=32)[CH2:19]1.[CH:18](/[C:19]([OH:23])=[O:34])=[CH:24]/[C:25]([OH:26])=[O:32]. Given the reactants [Cl-].[Al+3].[Cl-].[Cl-].[H-].[Al+3].[Li+].[H-].[H-].[H-].[Cl:11][C:12]1[CH:13]=[CH:14][C:15]2[O:26][C:25]3[CH:27]=[CH:28][CH:29]=[CH:30][C:24]=3[C@H:18]3[C:19](=[O:23])[N:20]([CH3:22])[CH2:21][C@@H:17]3[C:16]=2[CH:31]=1.[OH-:32].[Na+].[O:34]1CCCC1, predict the reaction product. (3) Given the reactants C[O:2][C:3]1[CH:12]=[CH:11][C:10]2[NH:9][C:8](=[O:13])[C:7]3[S:14][CH:15]=[CH:16][C:6]=3[C:5]=2[C:4]=1[C:17]1[CH:22]=[CH:21][C:20]([S:23]([N:26]([CH3:28])[CH3:27])(=[O:25])=[O:24])=[CH:19][CH:18]=1.BrB(Br)Br, predict the reaction product. The product is: [OH:2][C:3]1[CH:12]=[CH:11][C:10]2[NH:9][C:8](=[O:13])[C:7]3[S:14][CH:15]=[CH:16][C:6]=3[C:5]=2[C:4]=1[C:17]1[CH:18]=[CH:19][C:20]([S:23]([N:26]([CH3:28])[CH3:27])(=[O:24])=[O:25])=[CH:21][CH:22]=1. (4) The product is: [ClH:1].[ClH:27].[Cl:1][C:2]1[C:3]([N:14]2[CH2:19][CH2:18][NH:17][CH2:16][CH2:15]2)=[N:4][CH:5]=[C:6]([C:8]2[O:12][N:11]=[C:10]([CH3:13])[CH:9]=2)[CH:7]=1. Given the reactants [Cl:1][C:2]1[C:3]([N:14]2[CH2:19][CH2:18][N:17](C(OC(C)(C)C)=O)[CH2:16][CH2:15]2)=[N:4][CH:5]=[C:6]([C:8]2[O:12][N:11]=[C:10]([CH3:13])[CH:9]=2)[CH:7]=1.[ClH:27], predict the reaction product. (5) Given the reactants [F:1][C:2]([F:62])([F:61])[C:3]1[CH:4]=[C:5]([CH:58]=[CH:59][CH:60]=1)[CH2:6][NH:7][C:8]([C:10]1[CH:15]=[CH:14][N:13]=[C:12]([C:16]2[CH:21]=[C:20]([N:22]3[CH2:27][CH2:26][CH2:25][CH2:24][CH2:23]3)[CH:19]=[CH:18][C:17]=2[NH:28][C:29]([C:31]2[CH:32]=[C:33]([CH:55]=[CH:56][CH:57]=2)[CH2:34][N:35]([CH3:54])[CH2:36][CH2:37][O:38][CH2:39][CH2:40][O:41][CH2:42][CH2:43][O:44][CH2:45][CH2:46][C:47]([O:49]C(C)(C)C)=[O:48])=[O:30])[CH:11]=1)=[O:9].FC(F)(F)C(O)=O, predict the reaction product. The product is: [CH3:54][N:35]([CH2:36][CH2:37][O:38][CH2:39][CH2:40][O:41][CH2:42][CH2:43][O:44][CH2:45][CH2:46][C:47]([OH:49])=[O:48])[CH2:34][C:33]1[CH:55]=[CH:56][CH:57]=[C:31]([C:29](=[O:30])[NH:28][C:17]2[CH:18]=[CH:19][C:20]([N:22]3[CH2:23][CH2:24][CH2:25][CH2:26][CH2:27]3)=[CH:21][C:16]=2[C:12]2[CH:11]=[C:10]([C:8](=[O:9])[NH:7][CH2:6][C:5]3[CH:58]=[CH:59][CH:60]=[C:3]([C:2]([F:1])([F:61])[F:62])[CH:4]=3)[CH:15]=[CH:14][N:13]=2)[CH:32]=1.